Predict the reactants needed to synthesize the given product. From a dataset of Full USPTO retrosynthesis dataset with 1.9M reactions from patents (1976-2016). (1) Given the product [O:41]=[C:35]1[CH:34]([N:28]2[CH2:27][C:26]3[C:30](=[CH:31][CH:32]=[C:24]([CH2:23][NH:22][C:3](=[O:5])[C:2]([F:1])([F:15])[C:6]4[CH:11]=[CH:10][C:9]([CH:12]([CH3:14])[CH3:13])=[CH:8][CH:7]=4)[CH:25]=3)[C:29]2=[O:33])[CH2:39][CH2:38][C:37](=[O:40])[NH:36]1, predict the reactants needed to synthesize it. The reactants are: [F:1][C:2]([F:15])([C:6]1[CH:11]=[CH:10][C:9]([CH:12]([CH3:14])[CH3:13])=[CH:8][CH:7]=1)[C:3]([OH:5])=O.P(Cl)(Cl)(Cl)=O.Cl.[NH2:22][CH2:23][C:24]1[CH:25]=[C:26]2[C:30](=[CH:31][CH:32]=1)[C:29](=[O:33])[N:28]([CH:34]1[CH2:39][CH2:38][C:37](=[O:40])[NH:36][C:35]1=[O:41])[CH2:27]2.C(=O)(O)[O-].[Na+]. (2) Given the product [CH3:15][N:16]1[C:1](=[O:12])[CH2:2][C:3]2[CH:11]=[CH:10][CH:9]=[CH:8][C:4]=2[C:5](=[O:7])[N:17]1[CH:18]([CH3:20])[CH3:19], predict the reactants needed to synthesize it. The reactants are: [C:1]1(=[O:12])[O:7][C:5](=O)[C:4]2=[CH:8][CH:9]=[CH:10][CH:11]=[C:3]2[CH2:2]1.Cl.Cl.[CH3:15][NH:16][NH:17][CH:18]([CH3:20])[CH3:19]. (3) Given the product [CH3:17][O:6][C:5](=[O:7])[C:4]1[CH:8]=[CH:9][CH:10]=[C:2]([I:1])[C:3]=1[CH3:11], predict the reactants needed to synthesize it. The reactants are: [I:1][C:2]1[C:3]([CH3:11])=[C:4]([CH:8]=[CH:9][CH:10]=1)[C:5]([OH:7])=[O:6].S(=O)(=O)(O)O.[CH3:17]O. (4) Given the product [F:8][C:7]1[C:2]([O:28][C:25]2[CH:26]=[C:27]3[C:22](=[CH:23][CH:24]=2)[N:21]=[CH:20][N:19]=[C:18]3[NH:10][C:11]2[S:15][N:14]=[C:13]([CH3:16])[N:12]=2)=[N:3][CH:4]=[C:5]([F:9])[CH:6]=1, predict the reactants needed to synthesize it. The reactants are: F[C:2]1[C:7]([F:8])=[CH:6][C:5]([F:9])=[CH:4][N:3]=1.[NH2:10][C:11]1[S:15][N:14]=[C:13]([CH3:16])[N:12]=1.Cl[C:18]1[C:27]2[C:22](=[CH:23][CH:24]=[C:25]([OH:28])[CH:26]=2)[N:21]=[CH:20][N:19]=1. (5) Given the product [CH3:45][O:44][C:41]1[CH:40]=[CH:39][C:38]([C:37]([O:20][C@H:19]([CH3:21])[C@H:9]2[O:8][C@@H:7]([N:22]3[CH:29]=[C:28]([CH3:30])[C:26](=[O:27])[NH:25][C:23]3=[O:24])[C@H:6]([O:5][CH2:4][CH2:3][O:2][CH3:1])[C@@H:10]2[OH:11])([C:46]2[CH:47]=[CH:48][CH:49]=[CH:50][CH:51]=2)[C:36]2[CH:53]=[CH:54][C:33]([O:32][CH3:31])=[CH:34][CH:35]=2)=[CH:43][CH:42]=1, predict the reactants needed to synthesize it. The reactants are: [CH3:1][O:2][CH2:3][CH2:4][O:5][C@@H:6]1[C@H:10]([O:11][Si](C(C)(C)C)(C)C)[C@@H:9]([C@@H:19]([CH3:21])[OH:20])[O:8][C@H:7]1[N:22]1[CH:29]=[C:28]([CH3:30])[C:26](=[O:27])[NH:25][C:23]1=[O:24].[CH3:31][O:32][C:33]1[CH:54]=[CH:53][C:36]([C:37](Cl)([C:46]2[CH:51]=[CH:50][CH:49]=[CH:48][CH:47]=2)[C:38]2[CH:43]=[CH:42][C:41]([O:44][CH3:45])=[CH:40][CH:39]=2)=[CH:35][CH:34]=1.F.F.F.C(N(CC)CC)C.C(N(CC)CC)C. (6) Given the product [CH3:1][O:2][C:3]([C:5]12[CH2:14][CH:9]3[CH2:10][CH:11]([CH2:13][CH:7]([CH:8]3[NH2:18])[CH2:6]1)[CH2:12]2)=[O:4], predict the reactants needed to synthesize it. The reactants are: [CH3:1][O:2][C:3]([C:5]12[CH2:14][CH:9]3[CH2:10][CH:11]([CH2:13][CH:7]([C:8]3=O)[CH2:6]1)[CH2:12]2)=[O:4].[BH4-].[Na+].[NH3:18]. (7) Given the product [CH3:2][O:3][C:4](=[O:15])[C@@H:5]([NH:14][C:21](=[O:22])[C:20]1[CH:24]=[CH:25][C:17]([NH2:16])=[CH:18][CH:19]=1)[CH2:6][C:7]1[CH:12]=[CH:11][C:10]([Br:13])=[CH:9][CH:8]=1, predict the reactants needed to synthesize it. The reactants are: Cl.[CH3:2][O:3][C:4](=[O:15])[C@@H:5]([NH2:14])[CH2:6][C:7]1[CH:12]=[CH:11][C:10]([Br:13])=[CH:9][CH:8]=1.[NH2:16][C:17]1[CH:25]=[CH:24][C:20]([C:21](O)=[O:22])=[CH:19][CH:18]=1.Cl. (8) The reactants are: [CH3:1][CH:2]1[CH:7]([C:8]([N:10]2[CH2:14][CH2:13][CH2:12][CH2:11]2)=[O:9])[CH2:6][CH2:5][N:4](C(OC(C)(C)C)=O)[CH2:3]1.[ClH:22]. Given the product [ClH:22].[CH3:1][CH:2]1[CH:7]([C:8]([N:10]2[CH2:14][CH2:13][CH2:12][CH2:11]2)=[O:9])[CH2:6][CH2:5][NH:4][CH2:3]1, predict the reactants needed to synthesize it. (9) Given the product [NH2:8][C:9]1[N:17]=[CH:16][N:15]=[C:14]2[C:10]=1[NH:11][C:12](=[O:31])[N:13]2[C@@H:18]1[CH2:23][CH2:22][CH2:21][N:20]([C:24]([O:26][C:27]([CH3:29])([CH3:28])[CH3:30])=[O:25])[CH2:19]1, predict the reactants needed to synthesize it. The reactants are: C([N:8](CC1C=CC=CC=1)[C:9]1[N:17]=[CH:16][N:15]=[C:14]2[C:10]=1[NH:11][C:12](=[O:31])[N:13]2[C@@H:18]1[CH2:23][CH2:22][CH2:21][N:20]([C:24]([O:26][C:27]([CH3:30])([CH3:29])[CH3:28])=[O:25])[CH2:19]1)C1C=CC=CC=1.Cl. (10) Given the product [CH3:1][O:2][C:3](=[O:28])[C@H:4]([CH2:13][CH2:14][C@@H:15]([N:25]=[N+:26]=[N-:27])[CH2:16][OH:17])[NH:5][C:6]([O:8][C:9]([CH3:12])([CH3:10])[CH3:11])=[O:7], predict the reactants needed to synthesize it. The reactants are: [CH3:1][O:2][C:3](=[O:28])[C@H:4]([CH2:13][CH2:14][C@@H:15]([N:25]=[N+:26]=[N-:27])[CH2:16][O:17][Si](C(C)(C)C)(C)C)[NH:5][C:6]([O:8][C:9]([CH3:12])([CH3:11])[CH3:10])=[O:7].[F-].C([N+](CCCC)(CCCC)CCCC)CCC.